From a dataset of Reaction yield outcomes from USPTO patents with 853,638 reactions. Predict the reaction yield, written as a fraction of the theoretical maximum amount of product (1.0 means a 100% yield; for example, 0.34 means a 34% yield). (1) The reactants are [Cl-].[C:2]([O:6][C:7](=[O:10])[CH2:8][Zn+])([CH3:5])([CH3:4])[CH3:3].[F:11][C:12]1[C:17]([F:18])=[CH:16][CH:15]=[CH:14][C:13]=1/[C:19](=[N:22]/[S@@:23]([C:25]([CH3:28])([CH3:27])[CH3:26])=[O:24])/[CH2:20][F:21].[Cl-].[NH4+]. The catalyst is C1COCC1. The product is [F:11][C:12]1[C:17]([F:18])=[CH:16][CH:15]=[CH:14][C:13]=1[C@:19]([NH:22][S@@:23]([C:25]([CH3:28])([CH3:27])[CH3:26])=[O:24])([CH2:20][F:21])[CH2:8][C:7]([O:6][C:2]([CH3:5])([CH3:4])[CH3:3])=[O:10]. The yield is 0.910. (2) The reactants are Cl[C:2]1[CH:7]=[CH:6][N:5]=[CH:4][C:3]=1[N+:8]([O-:10])=[O:9].[NH:11]1[CH2:16][CH2:15][CH2:14][C@H:13]([NH:17][C:18](=[O:24])[O:19][C:20]([CH3:23])([CH3:22])[CH3:21])[CH2:12]1.CCN(C(C)C)C(C)C. The catalyst is C(O)CCC. The product is [N+:8]([C:3]1[CH:4]=[N:5][CH:6]=[CH:7][C:2]=1[N:11]1[CH2:16][CH2:15][CH2:14][C@H:13]([NH:17][C:18](=[O:24])[O:19][C:20]([CH3:22])([CH3:21])[CH3:23])[CH2:12]1)([O-:10])=[O:9]. The yield is 0.980. (3) The reactants are [N+:1]([C:4]1[CH:9]=[CH:8][CH:7]=[CH:6][C:5]=1[S:10]([NH:13][C:14]1[CH:23]=[CH:22][C:21]2[CH2:20][CH2:19][CH2:18][CH2:17][C:16]=2[C:15]=1[C:24]([OH:26])=[O:25])(=[O:12])=[O:11])([O-])=O. The catalyst is CO.[Ni]. The product is [NH2:1][C:4]1[CH:9]=[CH:8][CH:7]=[CH:6][C:5]=1[S:10]([NH:13][C:14]1[CH:23]=[CH:22][C:21]2[CH2:20][CH2:19][CH2:18][CH2:17][C:16]=2[C:15]=1[C:24]([OH:26])=[O:25])(=[O:12])=[O:11]. The yield is 0.900. (4) The reactants are [CH3:1][O:2][C:3]1[CH:4]=[C:5]([CH:28]=[C:29]([O:33][CH3:34])[C:30]=1[O:31][CH3:32])[C:6]([C:8]1[N:9]=[C:10]([C:13]2[CH:27]=[CH:26][C:16]([CH2:17][NH:18][C:19](=[O:25])[O:20][C:21]([CH3:24])([CH3:23])[CH3:22])=[CH:15][CH:14]=2)[S:11][CH:12]=1)=[O:7].[H-].[Na+].I[CH3:38]. The catalyst is CN(C=O)C. The product is [CH3:38][N:18]([CH2:17][C:16]1[CH:15]=[CH:14][C:13]([C:10]2[S:11][CH:12]=[C:8]([C:6](=[O:7])[C:5]3[CH:4]=[C:3]([O:2][CH3:1])[C:30]([O:31][CH3:32])=[C:29]([O:33][CH3:34])[CH:28]=3)[N:9]=2)=[CH:27][CH:26]=1)[C:19](=[O:25])[O:20][C:21]([CH3:24])([CH3:23])[CH3:22]. The yield is 0.613. (5) The reactants are [NH2:1][C@@:2]([C:6]1[CH:15]=[CH:14][C:13]2[C:8](=[CH:9][CH:10]=[C:11]([O:20][C@H:21]3[CH2:26][CH2:25][C@H:24]([CH:27]4[CH2:32][CH2:31][CH2:30][CH2:29][CH2:28]4)[CH2:23][CH2:22]3)[C:12]=2[C:16]([F:19])([F:18])[F:17])[CH:7]=1)([CH3:5])[CH2:3][OH:4].C(Cl)Cl.[C:36]([O:40][C:41](O[C:41]([O:40][C:36]([CH3:39])([CH3:38])[CH3:37])=[O:42])=[O:42])([CH3:39])([CH3:38])[CH3:37].C(=O)([O-])[O-].[K+].[K+].O. No catalyst specified. The product is [CH:27]1([C@H:24]2[CH2:25][CH2:26][C@H:21]([O:20][C:11]3[C:12]([C:16]([F:18])([F:19])[F:17])=[C:13]4[C:8](=[CH:9][CH:10]=3)[CH:7]=[C:6]([C@:2]([NH:1][C:41](=[O:42])[O:40][C:36]([CH3:39])([CH3:38])[CH3:37])([CH3:5])[CH2:3][OH:4])[CH:15]=[CH:14]4)[CH2:22][CH2:23]2)[CH2:32][CH2:31][CH2:30][CH2:29][CH2:28]1. The yield is 0.770.